Dataset: Full USPTO retrosynthesis dataset with 1.9M reactions from patents (1976-2016). Task: Predict the reactants needed to synthesize the given product. (1) Given the product [CH3:5][C:4]1[O:47][N:46]=[C:2]([C:1]([CH:9]2[CH2:15][CH2:14][O:13][C:12]3[CH:16]=[C:17]([N:20]4[CH2:24][C@H:23]([CH2:25][NH:26][C:27](=[O:29])[CH3:28])[O:22][C:21]4=[O:30])[CH:18]=[CH:19][C:11]=3[C:10]2=[O:31])=[O:8])[CH:3]=1, predict the reactants needed to synthesize it. The reactants are: [C:1]([CH:9]1[CH2:15][CH2:14][O:13][C:12]2[CH:16]=[C:17]([N:20]3[CH2:24][C@H:23]([CH2:25][NH:26][C:27](=[O:29])[CH3:28])[O:22][C:21]3=[O:30])[CH:18]=[CH:19][C:11]=2[C:10]1=[O:31])(=[O:8])[C:2]1C=C[CH:5]=[CH:4][CH:3]=1.[Li+].C[Si]([N-][Si](C)(C)C)(C)C.CC1[O:47][N:46]=C(C(Cl)=O)C=1.[Cl-].[NH4+]. (2) Given the product [F:21][C:22]1[CH:27]=[CH:26][C:25]([C:28]2(/[CH:34]=[CH:9]/[C:10]([O:12][CH2:13][CH3:14])=[O:11])[CH2:33][CH2:32][CH2:31][CH2:30][CH2:29]2)=[CH:24][CH:23]=1, predict the reactants needed to synthesize it. The reactants are: C(OP([CH2:9][C:10]([O:12][CH2:13][CH3:14])=[O:11])(OCC)=O)C.CC(C)([O-])C.[K+].[F:21][C:22]1[CH:27]=[CH:26][C:25]([C:28]2([CH:34]=O)[CH2:33][CH2:32][CH2:31][CH2:30][CH2:29]2)=[CH:24][CH:23]=1. (3) Given the product [C:22]([OH:29])(=[O:28])/[CH:23]=[CH:24]/[C:25]([OH:27])=[O:26].[N:1]1([C:7]2[C:13]3[CH:14]=[CH:15][CH:16]=[CH:17][C:12]=3[S:11][C:10]3[CH:18]=[CH:19][CH:20]=[CH:21][C:9]=3[N:8]=2)[CH2:2][CH2:3][NH:4][CH2:5][CH2:6]1, predict the reactants needed to synthesize it. The reactants are: [N:1]1([C:7]2[C:13]3[CH:14]=[CH:15][CH:16]=[CH:17][C:12]=3[S:11][C:10]3[CH:18]=[CH:19][CH:20]=[CH:21][C:9]=3[N:8]=2)[CH2:6][CH2:5][NH:4][CH2:3][CH2:2]1.[C:22]([OH:29])(=[O:28])/[CH:23]=[CH:24]/[C:25]([OH:27])=[O:26]. (4) Given the product [Cl:1][C:2]1[CH:3]=[CH:4][C:5]([CH2:6][CH2:7][NH:8][C:9]([C:11]2[CH:12]=[CH:13][C:14]([O:15][C:16]3[CH:21]=[CH:20][C:19]([CH2:22][C:23]([OH:25])=[O:24])=[CH:18][CH:17]=3)=[CH:30][CH:31]=2)=[O:10])=[CH:32][CH:33]=1, predict the reactants needed to synthesize it. The reactants are: [Cl:1][C:2]1[CH:33]=[CH:32][C:5]([CH2:6][CH2:7][NH:8][C:9]([C:11]2[CH:31]=[CH:30][C:14]([O:15][C:16]3[CH:21]=[CH:20][C:19]([CH2:22][C:23]([O:25]C(C)(C)C)=[O:24])=[CH:18][CH:17]=3)=[CH:13][CH:12]=2)=[O:10])=[CH:4][CH:3]=1.C(O)(C(F)(F)F)=O. (5) Given the product [Br:49][CH2:25][CH2:24][CH2:23][CH2:22][CH2:21][CH2:20][C:7]1[C:6]2[CH:27]=[C:2]([F:1])[C:3]([OH:28])=[CH:4][C:5]=2[CH2:11][CH2:10][CH2:9][C:8]=1[C:12]1[CH:17]=[CH:16][C:15]([F:18])=[C:14]([OH:19])[CH:13]=1, predict the reactants needed to synthesize it. The reactants are: [F:1][C:2]1[C:3]([OH:28])=[CH:4][C:5]2[CH2:11][CH2:10][CH2:9][C:8]([C:12]3[CH:17]=[CH:16][C:15]([F:18])=[C:14]([OH:19])[CH:13]=3)=[C:7]([CH2:20][CH2:21][CH2:22][CH2:23][CH2:24][CH2:25]O)[C:6]=2[CH:27]=1.C1(P(C2C=CC=CC=2)C2C=CC=CC=2)C=CC=CC=1.C(Br)(Br)(Br)[Br:49]. (6) Given the product [Cl:1][C:2]1[CH:7]=[CH:6][C:5]([NH:8][C:9](=[O:16])[CH2:10][O:11][CH2:12][C:13](=[O:15])[NH:31][C:30]2[CH:29]=[CH:28][C:27]([C:24]3[CH:23]=[CH:22][N:21]=[CH:26][CH:25]=3)=[CH:33][CH:32]=2)=[C:4]([CH:3]=1)[C:17]([OH:19])=[O:18], predict the reactants needed to synthesize it. The reactants are: [Cl:1][C:2]1[CH:7]=[CH:6][C:5]([NH:8][C:9](=[O:16])[CH2:10][O:11][CH2:12][C:13]([OH:15])=O)=[C:4]([C:17]([O:19]C)=[O:18])[CH:3]=1.[N:21]1[CH:26]=[CH:25][C:24]([C:27]2[CH:33]=[CH:32][C:30]([NH2:31])=[CH:29][CH:28]=2)=[CH:23][CH:22]=1.Cl.C(N=C=NCCCN(C)C)C.ON1C2C=CC=CC=2N=N1.C(=O)(O)[O-].[Na+]. (7) The reactants are: [F:1][C:2]1[CH:3]=[C:4]([C:9]2[CH:10]=[C:11]([CH:14]=[CH:15][CH:16]=2)[CH:12]=O)[CH:5]=[CH:6][C:7]=1[OH:8].[S:17]1[CH2:23][C:21](=[O:22])[NH:20][C:18]1=S.[NH:24]1[CH2:29][CH2:28][O:27][CH2:26][CH2:25]1. Given the product [F:1][C:2]1[CH:3]=[C:4]([C:9]2[CH:10]=[C:11]([CH:14]=[CH:15][CH:16]=2)[CH:12]=[C:23]2[S:17][C:18]([N:24]3[CH2:29][CH2:28][O:27][CH2:26][CH2:25]3)=[N:20][C:21]2=[O:22])[CH:5]=[CH:6][C:7]=1[OH:8], predict the reactants needed to synthesize it.